This data is from NCI-60 drug combinations with 297,098 pairs across 59 cell lines. The task is: Regression. Given two drug SMILES strings and cell line genomic features, predict the synergy score measuring deviation from expected non-interaction effect. (1) Drug 1: CC1=C2C(C(=O)C3(C(CC4C(C3C(C(C2(C)C)(CC1OC(=O)C(C(C5=CC=CC=C5)NC(=O)C6=CC=CC=C6)O)O)OC(=O)C7=CC=CC=C7)(CO4)OC(=O)C)O)C)OC(=O)C. Drug 2: CC1=C(C(=O)C2=C(C1=O)N3CC4C(C3(C2COC(=O)N)OC)N4)N. Cell line: NCI-H460. Synergy scores: CSS=74.2, Synergy_ZIP=0.669, Synergy_Bliss=-1.12, Synergy_Loewe=-0.718, Synergy_HSA=0.127. (2) Drug 2: C1=NC(=NC(=O)N1C2C(C(C(O2)CO)O)O)N. Synergy scores: CSS=42.2, Synergy_ZIP=-12.8, Synergy_Bliss=-3.33, Synergy_Loewe=-1.17, Synergy_HSA=2.11. Drug 1: C1=CN(C(=O)N=C1N)C2C(C(C(O2)CO)O)O.Cl. Cell line: BT-549. (3) Drug 1: CCC1=CC2CC(C3=C(CN(C2)C1)C4=CC=CC=C4N3)(C5=C(C=C6C(=C5)C78CCN9C7C(C=CC9)(C(C(C8N6C)(C(=O)OC)O)OC(=O)C)CC)OC)C(=O)OC.C(C(C(=O)O)O)(C(=O)O)O. Drug 2: CC(CN1CC(=O)NC(=O)C1)N2CC(=O)NC(=O)C2. Cell line: NCI-H522. Synergy scores: CSS=57.6, Synergy_ZIP=-4.68, Synergy_Bliss=-1.92, Synergy_Loewe=-1.46, Synergy_HSA=1.13. (4) Drug 1: C1CN1P(=S)(N2CC2)N3CC3. Drug 2: CC(C)NC(=O)C1=CC=C(C=C1)CNNC.Cl. Cell line: UO-31. Synergy scores: CSS=10.2, Synergy_ZIP=-3.59, Synergy_Bliss=2.61, Synergy_Loewe=1.51, Synergy_HSA=2.01.